Task: Predict the reactants needed to synthesize the given product.. Dataset: Full USPTO retrosynthesis dataset with 1.9M reactions from patents (1976-2016) (1) Given the product [Br:1][C:2]1[C:3]([NH2:14])=[N:4][C:5]([N:9]2[CH:13]=[CH:12][CH:11]=[N:10]2)=[N:6][C:7]=1[S:21][C:15]1[CH:20]=[CH:19][CH:18]=[CH:17][CH:16]=1, predict the reactants needed to synthesize it. The reactants are: [Br:1][C:2]1[C:3]([NH2:14])=[N:4][C:5]([N:9]2[CH:13]=[CH:12][CH:11]=[N:10]2)=[N:6][C:7]=1Cl.[C:15]1([SH:21])[CH:20]=[CH:19][CH:18]=[CH:17][CH:16]=1.C([O-])([O-])=O.[Cs+].[Cs+].O. (2) Given the product [CH2:1]([C:3]([C:6]1[CH:7]=[C:8]([CH3:14])[C:9]([OH:13])=[C:10]([CH3:12])[CH:11]=1)([C:15]1[CH:20]=[CH:19][C:18](/[CH:21]=[CH:22]/[C:23]([CH2:30][CH3:31])([OH:26])[CH2:24][CH3:25])=[C:17]([CH3:27])[CH:16]=1)[CH2:4][CH3:5])[CH3:2], predict the reactants needed to synthesize it. The reactants are: [CH2:1]([C:3]([C:15]1[CH:20]=[CH:19][C:18](/[CH:21]=[CH:22]/[C:23](=[O:26])[CH2:24][CH3:25])=[C:17]([CH3:27])[CH:16]=1)([C:6]1[CH:11]=[C:10]([CH3:12])[C:9]([OH:13])=[C:8]([CH3:14])[CH:7]=1)[CH2:4][CH3:5])[CH3:2].[NH4+].[Cl-].[CH2:30]1COC[CH2:31]1. (3) The reactants are: N[C@H](C(O)=O)CCC(=O)N.P([O-])([O-])([O-])=O.Cl.NO.[NH2:19][C@H:20]([C:26]([O-:28])=[O:27])[CH2:21][CH2:22][C:23]([O-:25])=[O:24]. Given the product [NH2:19][C@H:20]([C:26]([OH:28])=[O:27])[CH2:21][CH2:22][C:23]([OH:25])=[O:24], predict the reactants needed to synthesize it.